From a dataset of Forward reaction prediction with 1.9M reactions from USPTO patents (1976-2016). Predict the product of the given reaction. (1) Given the reactants [OH-].[K+].[NH2:3][C:4]1[N:5]=[C:6]([Cl:13])[C:7]2[CH:12]=[CH:11][NH:10][C:8]=2[N:9]=1.[C:14]1([CH3:36])[CH:19]=[CH:18][C:17]([O:20][C@@H:21]2[C@@H:25]([CH2:26][O:27][C:28]3[CH:33]=[CH:32][C:31]([CH3:34])=[CH:30][CH:29]=3)[O:24][CH:23](Cl)[CH2:22]2)=[CH:16][CH:15]=1, predict the reaction product. The product is: [Cl:13][C:6]1[C:7]2[CH:12]=[CH:11][N:10]([CH:23]3[CH2:22][C@H:21]([O:20][C:17]4[CH:16]=[CH:15][C:14]([CH3:36])=[CH:19][CH:18]=4)[C@@H:25]([CH2:26][O:27][C:28]4[CH:29]=[CH:30][C:31]([CH3:34])=[CH:32][CH:33]=4)[O:24]3)[C:8]=2[N:9]=[C:4]([NH2:3])[N:5]=1. (2) Given the reactants Cl.[N:2]1[CH:7]=[CH:6][CH:5]=[CH:4][C:3]=1[N:8]([CH2:33][CH2:34][C:35]([O:37]CC)=[O:36])[C:9]([C:11]1[CH:32]=[CH:31][C:14]2[N:15]([CH3:30])[C:16]([CH2:18][N:19]([C:21]3[CH:26]=[CH:25][C:24]([C:27](=[NH:29])[NH2:28])=[CH:23][CH:22]=3)[CH3:20])=[N:17][C:13]=2[CH:12]=1)=[O:10].[OH-].[Na+], predict the reaction product. The product is: [N:2]1[CH:7]=[CH:6][CH:5]=[CH:4][C:3]=1[N:8]([CH2:33][CH2:34][C:35]([OH:37])=[O:36])[C:9]([C:11]1[CH:32]=[CH:31][C:14]2[N:15]([CH3:30])[C:16]([CH2:18][N:19]([C:21]3[CH:26]=[CH:25][C:24]([C:27](=[NH:28])[NH2:29])=[CH:23][CH:22]=3)[CH3:20])=[N:17][C:13]=2[CH:12]=1)=[O:10].